Dataset: Peptide-MHC class II binding affinity with 134,281 pairs from IEDB. Task: Regression. Given a peptide amino acid sequence and an MHC pseudo amino acid sequence, predict their binding affinity value. This is MHC class II binding data. (1) The peptide sequence is DGPIRRNPAGNVARP. The MHC is DRB1_1101 with pseudo-sequence DRB1_1101. The binding affinity (normalized) is 0.333. (2) The peptide sequence is PIEHIASMRRNYFTA. The MHC is DRB3_0101 with pseudo-sequence DRB3_0101. The binding affinity (normalized) is 0.206. (3) The peptide sequence is IDSSYFANVLAKKMP. The MHC is HLA-DPA10103-DPB10401 with pseudo-sequence HLA-DPA10103-DPB10401. The binding affinity (normalized) is 0.350.